Dataset: NCI-60 drug combinations with 297,098 pairs across 59 cell lines. Task: Regression. Given two drug SMILES strings and cell line genomic features, predict the synergy score measuring deviation from expected non-interaction effect. Drug 1: CCCS(=O)(=O)NC1=C(C(=C(C=C1)F)C(=O)C2=CNC3=C2C=C(C=N3)C4=CC=C(C=C4)Cl)F. Drug 2: C1=NC2=C(N=C(N=C2N1C3C(C(C(O3)CO)O)F)Cl)N. Cell line: SNB-75. Synergy scores: CSS=1.66, Synergy_ZIP=0.891, Synergy_Bliss=2.24, Synergy_Loewe=0.164, Synergy_HSA=0.770.